From a dataset of Full USPTO retrosynthesis dataset with 1.9M reactions from patents (1976-2016). Predict the reactants needed to synthesize the given product. (1) Given the product [C:23]([O:22][CH:4]1[CH2:3][CH:2]([CH3:1])[CH2:11][C:10]2[N:9]=[N:8][C:7]([C:12]3[CH:17]=[CH:16][CH:15]=[C:14]([C:18]([F:21])([F:20])[F:19])[CH:13]=3)=[CH:6][C:5]1=2)(=[O:25])[CH3:24], predict the reactants needed to synthesize it. The reactants are: [CH3:1][CH:2]1[CH2:11][C:10]2[N:9]=[N:8][C:7]([C:12]3[CH:17]=[CH:16][CH:15]=[C:14]([C:18]([F:21])([F:20])[F:19])[CH:13]=3)=[CH:6][C:5]=2[CH:4]([OH:22])[CH2:3]1.[C:23](OC(=O)C)(=[O:25])[CH3:24]. (2) Given the product [NH2:23][C:22]([C:21]1[C:16]([O:15][C:12]2[CH:11]=[C:10]3[C:9](=[CH:14][CH:13]=2)[N:8]([C:25]2[CH:26]=[CH:27][C:28]([O:31][CH:32]([CH3:34])[CH3:33])=[CH:29][CH:30]=2)[C:7]([CH2:6][C:4]([OH:3])=[O:5])=[C:35]3[C:36]([OH:38])=[O:37])=[N:17][C:18]([CH3:24])=[CH:19][CH:20]=1)=[O:39], predict the reactants needed to synthesize it. The reactants are: C([O:3][C:4]([C:6]1[C:14]2[C:9](=[CH:10][CH:11]=[C:12]([O:15][C:16]3[C:21]([C:22]#[N:23])=[CH:20][CH:19]=[C:18]([CH3:24])[N:17]=3)[CH:13]=2)[N:8]([C:25]2[CH:30]=[CH:29][C:28]([O:31][CH:32]([CH3:34])[CH3:33])=[CH:27][CH:26]=2)[C:7]=1[CH2:35][C:36]([OH:38])=[O:37])=[O:5])C.[OH-:39].[Na+]. (3) The reactants are: C(O[C:6]([NH:8][CH2:9][C:10](O)=O)=[O:7])(C)(C)C.Cl.C(N=C=[N:18][CH2:19][CH2:20][CH2:21]N(C)C)C.O.O[N:27]1[C:31]2C=CC=CC=2N=N1.[CH:36]([C:39]1[C:47]2[C:42](=[N:43][CH:44]=[CH:45][C:46]=2[C:48]2[CH:49]=[N:50][C:51]3[C:56]([CH:57]=2)=[CH:55][CH:54]=[CH:53][CH:52]=3)[N:41]([C:58]2[C:59](NC3CCNCC3)=[C:60]([CH:63]=[CH:64][CH:65]=2)C#N)[N:40]=1)([CH3:38])[CH3:37].C[N:74]([CH:76]=[O:77])C. Given the product [NH2:27][CH2:31][C:6]([N:8]1[CH2:9][CH2:10][CH:19]([NH:18][C:60]2[CH:59]=[C:58]([N:41]3[C:42]4=[N:43][CH:44]=[CH:45][C:46]([C:48]5[CH:49]=[N:50][C:51]6[C:56]([CH:57]=5)=[CH:55][CH:54]=[CH:53][CH:52]=6)=[C:47]4[C:39]([CH:36]([CH3:37])[CH3:38])=[N:40]3)[CH:65]=[CH:64][C:63]=2[C:76]([NH2:74])=[O:77])[CH2:20][CH2:21]1)=[O:7], predict the reactants needed to synthesize it.